This data is from Catalyst prediction with 721,799 reactions and 888 catalyst types from USPTO. The task is: Predict which catalyst facilitates the given reaction. (1) The catalyst class is: 47. Product: [C:29]([C:32]1[CH:37]=[CH:36][C:35]([C:8]2[CH:9]=[CH:10][C:5]([CH2:4][C@H:3]([NH:12][C:13]([C:15]3([NH:21][C:22](=[O:28])[O:23][C:24]([CH3:27])([CH3:26])[CH3:25])[CH2:20][CH2:19][O:18][CH2:17][CH2:16]3)=[O:14])[C:1]#[N:2])=[CH:6][CH:7]=2)=[CH:34][C:33]=1[F:41])(=[O:31])[NH2:30]. Reactant: [C:1]([C@@H:3]([NH:12][C:13]([C:15]1([NH:21][C:22](=[O:28])[O:23][C:24]([CH3:27])([CH3:26])[CH3:25])[CH2:20][CH2:19][O:18][CH2:17][CH2:16]1)=[O:14])[CH2:4][C:5]1[CH:10]=[CH:9][C:8](I)=[CH:7][CH:6]=1)#[N:2].[C:29]([C:32]1[CH:37]=[CH:36][C:35](B(O)O)=[CH:34][C:33]=1[F:41])(=[O:31])[NH2:30].C([O-])(=O)C.[K+]. (2) Reactant: [F:1][C:2]([F:18])([F:17])[C:3]1[CH:4]=[C:5]([C:9]2[CH:14]=[CH:13][C:12]([NH2:15])=[C:11]([NH2:16])[CH:10]=2)[CH:6]=[CH:7][CH:8]=1.[N:19]#[C:20][Br:21].O. Product: [BrH:21].[BrH:21].[F:1][C:2]([F:17])([F:18])[C:3]1[CH:4]=[C:5]([C:9]2[CH:14]=[CH:13][C:12]3[NH:15][C:20]([NH2:19])=[N:16][C:11]=3[CH:10]=2)[CH:6]=[CH:7][CH:8]=1. The catalyst class is: 8. (3) Reactant: [CH2:1]([O:8][C:9]1[CH:14]=[CH:13][C:12](Br)=[C:11]([C:16]([F:19])([F:18])[F:17])[CH:10]=1)[C:2]1[CH:7]=[CH:6][CH:5]=[CH:4][CH:3]=1.C([Li])CCC.CN([CH:28]=[O:29])C. Product: [CH2:1]([O:8][C:9]1[CH:14]=[CH:13][C:12]([CH:28]=[O:29])=[C:11]([C:16]([F:19])([F:18])[F:17])[CH:10]=1)[C:2]1[CH:7]=[CH:6][CH:5]=[CH:4][CH:3]=1. The catalyst class is: 1.